From a dataset of Forward reaction prediction with 1.9M reactions from USPTO patents (1976-2016). Predict the product of the given reaction. (1) Given the reactants [CH3:1][S:2](Cl)(=[O:4])=[O:3].[CH:6]1([CH2:10][NH:11][C:12]([C:14]2[C:19]([NH:20][C:21]([C:23]3[C:32]4[C:27](=[CH:28][CH:29]=[CH:30][CH:31]=4)[C:26]([CH2:33][OH:34])=[CH:25][CH:24]=3)=[O:22])=[CH:18][CH:17]=[CH:16][N:15]=2)=[O:13])[CH2:9][CH2:8][CH2:7]1.CCN(CC)CC, predict the reaction product. The product is: [CH3:1][S:2]([O:34][CH2:33][C:26]1[C:27]2[C:32](=[CH:31][CH:30]=[CH:29][CH:28]=2)[C:23]([C:21]([NH:20][C:19]2[C:14]([C:12]([NH:11][CH2:10][CH:6]3[CH2:9][CH2:8][CH2:7]3)=[O:13])=[N:15][CH:16]=[CH:17][CH:18]=2)=[O:22])=[CH:24][CH:25]=1)(=[O:4])=[O:3]. (2) Given the reactants [CH3:1][NH:2][S:3]([C:6]1[CH:11]=[CH:10][CH:9]=[CH:8][C:7]=1[N+:12]([O-:14])=[O:13])(=[O:5])=[O:4].Cl.[CH3:16]NC, predict the reaction product. The product is: [CH3:1][N:2]([CH3:16])[S:3]([C:6]1[CH:11]=[CH:10][CH:9]=[CH:8][C:7]=1[N+:12]([O-:14])=[O:13])(=[O:5])=[O:4]. (3) Given the reactants Cl.[N+:2]([C:5]1[CH:10]=[CH:9][C:8]([CH2:11][CH2:12][NH2:13])=[CH:7][CH:6]=1)([O-:4])=[O:3].[F:14][C:15]([F:26])([F:25])[C:16](O[C:16](=[O:17])[C:15]([F:26])([F:25])[F:14])=[O:17], predict the reaction product. The product is: [F:14][C:15]([F:26])([F:25])[C:16]([NH:13][CH2:12][CH2:11][C:8]1[CH:7]=[CH:6][C:5]([N+:2]([O-:4])=[O:3])=[CH:10][CH:9]=1)=[O:17]. (4) Given the reactants Cl[C:2]1[N:7]=[CH:6][CH:5]=[CH:4][N:3]=1.C(O)(=O)C.[I:12][C:13]1[CH:19]=[CH:18][C:16]([NH2:17])=[CH:15][CH:14]=1.C(=O)([O-])O.[Na+], predict the reaction product. The product is: [I:12][C:13]1[CH:19]=[CH:18][C:16]([NH:17][C:2]2[N:7]=[CH:6][CH:5]=[CH:4][N:3]=2)=[CH:15][CH:14]=1. (5) The product is: [CH2:15]([O:22][C:23]([N:1]1[CH2:8][CH2:7][CH2:6][C@H:2]1[C:3]([OH:5])=[O:4])=[O:24])[C:16]1[CH:21]=[CH:20][CH:19]=[CH:18][CH:17]=1. Given the reactants [NH:1]1[CH2:8][CH2:7][CH2:6][C@H:2]1[C:3]([OH:5])=[O:4].C([O-])([O-])=O.[Na+].[Na+].[CH2:15]([O:22][C:23](Cl)=[O:24])[C:16]1[CH:21]=[CH:20][CH:19]=[CH:18][CH:17]=1, predict the reaction product.